From a dataset of Forward reaction prediction with 1.9M reactions from USPTO patents (1976-2016). Predict the product of the given reaction. Given the reactants C([O:4][CH2:5][C:6]([NH:32]C(=O)C)([CH2:12][CH2:13][C:14]1[CH:19]=[CH:18][C:17]([C:20]2[CH:25]=[CH:24][C:23]([CH2:26][CH2:27][CH2:28][CH2:29][CH2:30][CH3:31])=[CH:22][CH:21]=2)=[CH:16][CH:15]=1)[CH2:7][O:8]C(=O)C)(=O)C.[Li+].[OH-], predict the reaction product. The product is: [NH2:32][C:6]([CH2:12][CH2:13][C:14]1[CH:19]=[CH:18][C:17]([C:20]2[CH:25]=[CH:24][C:23]([CH2:26][CH2:27][CH2:28][CH2:29][CH2:30][CH3:31])=[CH:22][CH:21]=2)=[CH:16][CH:15]=1)([CH2:7][OH:8])[CH2:5][OH:4].